From a dataset of NCI-60 drug combinations with 297,098 pairs across 59 cell lines. Regression. Given two drug SMILES strings and cell line genomic features, predict the synergy score measuring deviation from expected non-interaction effect. (1) Drug 1: C1CCC(CC1)NC(=O)N(CCCl)N=O. Drug 2: CC1CCCC2(C(O2)CC(NC(=O)CC(C(C(=O)C(C1O)C)(C)C)O)C(=CC3=CSC(=N3)C)C)C. Cell line: SF-539. Synergy scores: CSS=3.18, Synergy_ZIP=-3.29, Synergy_Bliss=-3.73, Synergy_Loewe=-5.62, Synergy_HSA=-3.59. (2) Drug 1: C1=CN(C(=O)N=C1N)C2C(C(C(O2)CO)O)O.Cl. Drug 2: C1C(C(OC1N2C=NC3=C2NC=NCC3O)CO)O. Cell line: OVCAR3. Synergy scores: CSS=28.4, Synergy_ZIP=-4.59, Synergy_Bliss=-0.326, Synergy_Loewe=-2.43, Synergy_HSA=1.23. (3) Drug 2: C1=CC(=CC=C1C#N)C(C2=CC=C(C=C2)C#N)N3C=NC=N3. Drug 1: CC1=C(C=C(C=C1)NC2=NC=CC(=N2)N(C)C3=CC4=NN(C(=C4C=C3)C)C)S(=O)(=O)N.Cl. Synergy scores: CSS=11.9, Synergy_ZIP=-1.69, Synergy_Bliss=1.48, Synergy_Loewe=1.49, Synergy_HSA=1.82. Cell line: MDA-MB-231.